This data is from Experimentally validated miRNA-target interactions with 360,000+ pairs, plus equal number of negative samples. The task is: Binary Classification. Given a miRNA mature sequence and a target amino acid sequence, predict their likelihood of interaction. (1) The miRNA is hsa-miR-526b-3p with sequence GAAAGUGCUUCCUUUUAGAGGC. The protein sequence of the target gene is MLSGPHPSPTFRPNPCPWPCLHSLWMEISPTQLCFLSPGPSPQSPSCCFQGMNSGSELGKLWRKLFKGIPRLSVSHFDFYCGTCVLLGRPQIPQGSSLGNDIDQYPVVFRNASDQGSWMQLEMLLRKLSDLVWTSDALSDKILEDGLVP. Result: 0 (no interaction). (2) The miRNA is hsa-miR-1249-5p with sequence AGGAGGGAGGAGAUGGGCCAAGUU. The protein sequence of the target gene is MGSSSEASFRSAQASCSGARRQGLGRGDQNLSVMPPNGRAQTHTPGWVSDPLVLGAQVHGGCRGIEALSVSSGSWSSATVWILTGLGLGLSRPFLPGATVLRDRPLGSAFELSYDQKKAPLRLQ. Result: 0 (no interaction). (3) The miRNA is mmu-miR-466f-3p with sequence CAUACACACACACAUACACAC. Result: 0 (no interaction). The protein sequence of the target gene is MEENESQKCEPCLPYSADRRQMQEQGKGNLHVTSPEDAECRRTKERLSNGNSRGSVSKSSRNIPRRHTLGGPRSSKEILGMQTSEMDRKREAFLEHLKQKYPHHASAIMGHQERLRDQTRSPKLSHSPQPPSLGDPVEHLSETSADSLEAMSEGDAPTPFSRGSRTRASLPVVRSTNQTKERSLGVLYLQYGDETKQLRMPNEITSADTIRALFVSAFPQQLTMKMLESPSVAIYIKDESRNVYYELNDVRNIQDRSLLKVYNKDPAHAFNHTPKTMNGDMRMQRELVYARGDGPGAPRP.... (4) The miRNA is dme-miR-2a-3p with sequence UAUCACAGCCAGCUUUGAUGAGC. The protein sequence of the target gene is MGDAKEAGAEGPPAGAAARGGLSLLSQGESEESSAQGSALFLGGNEVKSRAVVKYSSAPPRTAFARLEEKTDLKLPPANWLRESAKLGPAGTTILGNSKKSKPFSSFGMAYDFIDSVGNDVDVVSDSENIKKLLKIPYSKSHVSMAVHRIGRTLLLDELDIQELFMRSSQTGDWTWLKEFYQRLIDQKWQRKKKSKEHWYQKAILSKFLYYSINGDGAAQPVSSTAEQQESSSSDQTNDSEGASWPAPFEMPSSVSEDPSASSQGSEPLEPSYIVGHVASAPKEQNLITLFNDGEHSQGL.... Result: 0 (no interaction). (5) The miRNA is hsa-miR-6070 with sequence CCGGUUCCAGUCCCUGGAG. The protein sequence of the target gene is MSDHHPLKEMSDSNSSPLLPEPLSSRYKLYESELSSPTWPSSSQDTHPALPLLEMPEEKDLRSSDEDSHIVKIEKPNERNKRRESEVSRRASAGRGGFSLFQAVSYLTGDMKECKNWLKDKPLVLQFLDWVLRGAAQVMFVNNPISGLIIFIGLLIQNPWWTIAGTLGTVASTLAALALSQDRSAIASGLHGYNGMLVGLLMAVFSEKLDYYWWLLFPVTFTSMACPIISSALSTIFAKWDLPVFTLPFNIALTLYLAATGHYNLFFPTTLIKPASAAPNITWTEIEMPLLLQTIPVGVG.... Result: 0 (no interaction).